Dataset: Full USPTO retrosynthesis dataset with 1.9M reactions from patents (1976-2016). Task: Predict the reactants needed to synthesize the given product. (1) Given the product [OH:6][C@@H:5]1[CH2:4][CH2:3][CH2:2][C@H:1]([NH:7][C:8](=[O:9])[O:10][C:11]([CH3:13])([CH3:12])[CH3:14])[CH2:16][CH2:15]1, predict the reactants needed to synthesize it. The reactants are: [CH:1]12[CH:16]=[CH:15][CH:5]([O:6][N:7]1[C:8]([O:10][C:11]([CH3:14])([CH3:13])[CH3:12])=[O:9])[CH2:4][CH2:3][CH2:2]2.[H][H]. (2) Given the product [C:14]([O:13][C:11]([NH:1][CH2:2][CH2:3][CH2:4][C:5]([OH:7])=[O:6])=[O:10])([CH3:17])([CH3:16])[CH3:15], predict the reactants needed to synthesize it. The reactants are: [NH2:1][CH2:2][CH2:3][CH2:4][C:5]([OH:7])=[O:6].[OH-].[Na+].[O:10](C(OC(C)(C)C)=O)[C:11]([O:13][C:14]([CH3:17])([CH3:16])[CH3:15])=O. (3) Given the product [OH:23][CH2:22][CH:13]([NH:14][C:15](=[O:16])[O:17][C:18]([CH3:20])([CH3:19])[CH3:21])[CH2:12][NH:11][C:9](=[O:10])[O:8][CH2:1][C:2]1[CH:3]=[CH:4][CH:5]=[CH:6][CH:7]=1, predict the reactants needed to synthesize it. The reactants are: [CH2:1]([O:8][C:9]([NH:11][CH2:12][C@@H:13]([C:22](OC)=[O:23])[NH:14][C:15]([O:17][C:18]([CH3:21])([CH3:20])[CH3:19])=[O:16])=[O:10])[C:2]1[CH:7]=[CH:6][CH:5]=[CH:4][CH:3]=1.[BH4-].[Li+]. (4) The reactants are: [C:1]([O:5][C:6]([N:8]1[CH2:13][CH:12]=[C:11]([C:14]2[S:15][CH:16]=[CH:17][N:18]=2)[CH2:10][CH2:9]1)=[O:7])([CH3:4])([CH3:3])[CH3:2]. Given the product [C:1]([O:5][C:6]([N:8]1[CH2:9][CH2:10][CH:11]([C:14]2[S:15][CH:16]=[CH:17][N:18]=2)[CH2:12][CH2:13]1)=[O:7])([CH3:4])([CH3:2])[CH3:3], predict the reactants needed to synthesize it.